From a dataset of Full USPTO retrosynthesis dataset with 1.9M reactions from patents (1976-2016). Predict the reactants needed to synthesize the given product. (1) Given the product [CH2:17]=[C:9]1[CH2:10][CH2:11][O:6][C:8]1=[O:1].[CH2:2]=[CH:3][CH:4]=[CH2:5], predict the reactants needed to synthesize it. The reactants are: [OH2:1].[CH2:2]=[CH:3][CH:4]=[CH2:5].[O-:6][OH:6].[CH:8]12[CH2:11][CH:10]([C:9]1([CH3:17])[CH3:8])[CH2:11][CH2:10][CH:9]2[CH3:17]. (2) The reactants are: [CH2:1]([C:3]1[C:11]2[C:6](=[CH:7][CH:8]=[CH:9][C:10]=2[NH:12][C:13]([C:15]2[N:19]3[CH:20]=[CH:21][CH:22]=[CH:23][C:18]3=[N:17][CH:16]=2)=[O:14])[N:5]([CH2:24][C:25]2[CH:30]=[CH:29][CH:28]=[C:27]([OH:31])[N:26]=2)[N:4]=1)[CH3:2].[Si:32]([O:39][C@H:40]1[CH2:44][CH2:43][N:42]([C:45]([O:47][C:48]([CH3:51])([CH3:50])[CH3:49])=[O:46])[C@H:41]1[CH2:52]O)([C:35]([CH3:38])([CH3:37])[CH3:36])([CH3:34])[CH3:33].C1(P(C2C=CC=CC=2)C2C=CC=CC=2)C=CC=CC=1.N(C(OCC)=O)=NC(OCC)=O.C1(P(=O)(C2C=CC=CC=2)C2C=CC=CC=2)C=CC=CC=1. Given the product [Si:32]([O:39][C@H:40]1[CH2:44][CH2:43][N:42]([C:45]([O:47][C:48]([CH3:51])([CH3:50])[CH3:49])=[O:46])[C@H:41]1[CH2:52][O:31][C:27]1[CH:28]=[CH:29][CH:30]=[C:25]([CH2:24][N:5]2[C:6]3[C:11](=[C:10]([NH:12][C:13]([C:15]4[N:19]5[CH:20]=[CH:21][CH:22]=[CH:23][C:18]5=[N:17][CH:16]=4)=[O:14])[CH:9]=[CH:8][CH:7]=3)[C:3]([CH2:1][CH3:2])=[N:4]2)[N:26]=1)([C:35]([CH3:38])([CH3:37])[CH3:36])([CH3:34])[CH3:33], predict the reactants needed to synthesize it.